Dataset: Forward reaction prediction with 1.9M reactions from USPTO patents (1976-2016). Task: Predict the product of the given reaction. (1) Given the reactants [OH:1][CH2:2][C:3]([CH3:8])([CH3:7])[C:4]([OH:6])=[O:5].I[CH2:10][CH3:11].C([O-])([O-])=O.[Cs+].[Cs+], predict the reaction product. The product is: [OH:1][CH2:2][C:3]([CH3:8])([CH3:7])[C:4]([O:6][CH2:10][CH3:11])=[O:5]. (2) The product is: [Si:6]([O:5][CH2:4][C:3]1[CH:13]=[C:14]([C:17]([F:20])([F:19])[F:18])[CH:15]=[CH:16][C:2]=1[C:36]1([OH:40])[CH2:37][CH2:38][N:33]([C:26]([O:28][C:29]([CH3:32])([CH3:31])[CH3:30])=[O:27])[CH2:34][CH2:35]1)([C:9]([CH3:12])([CH3:11])[CH3:10])([CH3:8])[CH3:7]. Given the reactants Br[C:2]1[CH:16]=[CH:15][C:14]([C:17]([F:20])([F:19])[F:18])=[CH:13][C:3]=1[CH2:4][O:5][Si:6]([C:9]([CH3:12])([CH3:11])[CH3:10])([CH3:8])[CH3:7].C([Li])CCC.[C:26]([N:33]1[CH2:38][CH2:37][CH2:36][CH2:35][C:34]1=O)([O:28][C:29]([CH3:32])([CH3:31])[CH3:30])=[O:27].[O:40]1CCCC1, predict the reaction product. (3) Given the reactants [Cl:1][C:2]1[CH:7]=[CH:6][C:5]([C:8]#[C:9][C:10]2[CH:17]=[CH:16][C:13]([CH:14]=O)=[CH:12][CH:11]=2)=[CH:4][CH:3]=1.[NH2:18][C:19]1[CH:20]=[CH:21][C:22]2[C:27](=[O:28])[O:26][C:25]([CH3:30])([CH3:29])[O:24][C:23]=2[CH:31]=1.O.CO, predict the reaction product. The product is: [Cl:1][C:2]1[CH:7]=[CH:6][C:5]([C:8]#[C:9][C:10]2[CH:17]=[CH:16][C:13](/[CH:14]=[N:18]/[C:19]3[CH:20]=[CH:21][C:22]4[C:27](=[O:28])[O:26][C:25]([CH3:29])([CH3:30])[O:24][C:23]=4[CH:31]=3)=[CH:12][CH:11]=2)=[CH:4][CH:3]=1. (4) The product is: [Cl:1][C:2]1[N:6]([CH2:12][C:13](=[O:19])[CH2:14][C:15]([CH3:18])([CH3:17])[CH3:16])[C:5]2[CH:7]=[CH:8][CH:9]=[CH:10][C:4]=2[N:3]=1. Given the reactants [Cl:1][C:2]1[NH:3][C:4]2[CH:10]=[CH:9][CH:8]=[CH:7][C:5]=2[N:6]=1.Br[CH2:12][C:13](=[O:19])[CH2:14][C:15]([CH3:18])([CH3:17])[CH3:16].C(=O)([O-])[O-].[Cs+].[Cs+].O, predict the reaction product. (5) Given the reactants [C:1]([O:5][C:6](=[O:23])[NH:7][CH:8]([C:15]1[CH:20]=[CH:19][C:18]([Cl:21])=[C:17]([Cl:22])[CH:16]=1)[C:9](=O)N(OC)C)([CH3:4])([CH3:3])[CH3:2].Br[C:25]1[CH:26]=[C:27]([CH3:37])[C:28]([O:31][CH:32]2[CH2:36][CH2:35][O:34][CH2:33]2)=[N:29][CH:30]=1, predict the reaction product. The product is: [C:1]([O:5][C:6](=[O:23])[NH:7][CH:8]([C:15]1[CH:20]=[CH:19][C:18]([Cl:21])=[C:17]([Cl:22])[CH:16]=1)[CH2:9][C:25]1[CH:30]=[N:29][C:28]([O:31][CH:32]2[CH2:36][CH2:35][O:34][CH2:33]2)=[C:27]([CH3:37])[CH:26]=1)([CH3:2])([CH3:3])[CH3:4]. (6) The product is: [CH3:25][NH:26][CH2:28][CH2:29][CH:30]([O:36][C:37]1[C:46]2[C:41](=[CH:42][CH:43]=[CH:44][CH:45]=2)[CH:40]=[CH:39][CH:38]=1)[C:31]1[S:32][CH:33]=[CH:34][CH:35]=1. Given the reactants OC(C1SC=CC=1)CCN(C)C.FC1C2C(=CC=CC=2)C=CC=1.[K].[CH3:25][N:26]([CH2:28][CH2:29][CH:30]([O:36][C:37]1[C:46]2[C:41](=[CH:42][CH:43]=[CH:44][CH:45]=2)[CH:40]=[CH:39][CH:38]=1)[C:31]1[S:32][CH:33]=[CH:34][CH:35]=1)C.ClC(OC1C=CC=CC=1)=O.ClC(OCC(Cl)(Cl)Cl)=O.C(=O)([O-])N, predict the reaction product. (7) Given the reactants [Cl:1][C:2]1[N:6]2[C:7]3[CH:29]=[CH:28][C:27]([Cl:30])=[CH:26][C:8]=3[C@@H:9]([C:16]3[CH:21]=[CH:20][CH:19]=[C:18]([O:22][CH3:23])[C:17]=3[O:24][CH3:25])[O:10][C@H:11]([CH2:12][CH2:13][C:14]#N)[C:5]2=[N:4][C:3]=1[Cl:31].[OH-:32].[Na+].C[OH:35].Cl, predict the reaction product. The product is: [Cl:1][C:2]1[N:6]2[C:7]3[CH:29]=[CH:28][C:27]([Cl:30])=[CH:26][C:8]=3[C@@H:9]([C:16]3[CH:21]=[CH:20][CH:19]=[C:18]([O:22][CH3:23])[C:17]=3[O:24][CH3:25])[O:10][C@H:11]([CH2:12][CH2:13][C:14]([OH:35])=[O:32])[C:5]2=[N:4][C:3]=1[Cl:31]. (8) Given the reactants [F:1][C:2]1[CH:7]=[CH:6][C:5]([CH2:8][C:9]2[CH:18]=[C:17]3[C:12]([C:13]([OH:36])=[C:14]([C:27]([NH:29][CH:30]4[CH2:35][CH2:34]S[CH2:32][CH2:31]4)=[O:28])[C:15](=[O:26])[N:16]3[CH2:19][C:20]3[CH:21]=[N:22][CH:23]=[CH:24][CH:25]=3)=[N:11][CH:10]=2)=[CH:4][CH:3]=1.O[O:38][S:39]([O-:41])=O.[K+], predict the reaction product. The product is: [O:38]=[S:39]1(=[O:41])[CH2:34][CH2:35][CH:30]([NH:29][C:27]([C:14]2[C:15](=[O:26])[N:16]([CH2:19][C:20]3[CH:21]=[N:22][CH:23]=[CH:24][CH:25]=3)[C:17]3[C:12]([C:13]=2[OH:36])=[N:11][CH:10]=[C:9]([CH2:8][C:5]2[CH:6]=[CH:7][C:2]([F:1])=[CH:3][CH:4]=2)[CH:18]=3)=[O:28])[CH2:31][CH2:32]1. (9) Given the reactants CN(C=O)C.[S:6]([Cl:10])(Cl)(=[O:8])=[O:7].[CH3:11][O:12][C:13]1[CH:28]=[CH:27][C:16]([CH2:17][C:18]2[S:22][C:21]3[CH:23]=[CH:24][CH:25]=[CH:26][C:20]=3[CH:19]=2)=[CH:15][CH:14]=1, predict the reaction product. The product is: [CH3:11][O:12][C:13]1[CH:14]=[CH:15][C:16]([CH2:17][C:18]2[S:22][C:21]3[CH:23]=[CH:24][CH:25]=[CH:26][C:20]=3[C:19]=2[S:6]([Cl:10])(=[O:8])=[O:7])=[CH:27][CH:28]=1.